From a dataset of Full USPTO retrosynthesis dataset with 1.9M reactions from patents (1976-2016). Predict the reactants needed to synthesize the given product. (1) Given the product [CH3:17][O:18][C:19]1[CH:24]=[CH:23][CH:22]=[CH:21][C:20]=1[N:25]1[CH2:26][CH2:27][N:28]([CH2:31]/[CH:32]=[CH:33]/[CH2:34][NH:35][C:14]([C:2]2[CH:1]=[CH:13][C:12]3[C:11]4[C:6](=[CH:7][CH:8]=[CH:9][CH:10]=4)[CH2:5][C:4]=3[CH:3]=2)=[O:15])[CH2:29][CH2:30]1, predict the reactants needed to synthesize it. The reactants are: [CH:1]1[C:13]2[CH2:12][C:11]3[C:6](=[CH:7][CH:8]=[CH:9][CH:10]=3)[C:5]=2[CH:4]=[CH:3][C:2]=1[C:14](O)=[O:15].[CH3:17][O:18][C:19]1[CH:24]=[CH:23][CH:22]=[CH:21][C:20]=1[N:25]1[CH2:30][CH2:29][N:28]([CH2:31]/[CH:32]=[CH:33]/[CH2:34][NH2:35])[CH2:27][CH2:26]1.Cl. (2) Given the product [F:16][C:17]([F:29])([F:30])[C:18]1[CH:23]=[C:22]([O:24][CH3:25])[CH:21]=[CH:20][C:19]=1[C:2]1[CH:7]=[CH:6][N:5]=[C:4]([C:8]#[N:9])[CH:3]=1, predict the reactants needed to synthesize it. The reactants are: Cl[C:2]1[CH:7]=[CH:6][N:5]=[C:4]([C:8]#[N:9])[CH:3]=1.C(=O)([O-])[O-].[K+].[K+].[F:16][C:17]([F:30])([F:29])[C:18]1[CH:23]=[C:22]([O:24][CH3:25])[CH:21]=[CH:20][C:19]=1B(O)O.[Cl-].[NH4+]. (3) Given the product [CH3:1][C:2]1[N:7]=[C:6]([C:8]2[CH:9]=[CH:10][C:11]([C:14]([F:17])([F:15])[F:16])=[CH:12][CH:13]=2)[C:5]([C:18]([NH:21][C:22]2[CH:27]=[CH:26][C:25]([N:28]([CH2:36][CH2:37][C:38]3[CH:43]=[CH:42][CH:41]=[CH:40][N:39]=3)[C:29](=[O:35])[O:30][C:31]([CH3:33])([CH3:34])[CH3:32])=[CH:24][CH:23]=2)=[O:19])=[CH:4][N:3]=1, predict the reactants needed to synthesize it. The reactants are: [CH3:1][C:2]1[N:7]=[C:6]([C:8]2[CH:13]=[CH:12][C:11]([C:14]([F:17])([F:16])[F:15])=[CH:10][CH:9]=2)[C:5]([C:18](O)=[O:19])=[CH:4][N:3]=1.[NH2:21][C:22]1[CH:27]=[CH:26][C:25]([N:28]([CH2:36][CH2:37][C:38]2[CH:43]=[CH:42][CH:41]=[CH:40][N:39]=2)[C:29](=[O:35])[O:30][C:31]([CH3:34])([CH3:33])[CH3:32])=[CH:24][CH:23]=1.O.ON1C2C=CC=CC=2N=N1.Cl.CN(C)CCCN=C=NCC. (4) Given the product [OH:9][C:5]1[CH:6]=[C:7]([CH3:8])[C:2]2[NH:1][C:19](=[O:20])[CH2:18][O:10][C:3]=2[CH:4]=1, predict the reactants needed to synthesize it. The reactants are: [NH2:1][C:2]1[C:7]([CH3:8])=[CH:6][C:5]([OH:9])=[CH:4][C:3]=1[OH:10].C(=O)([O-])[O-].[K+].[K+].Br[CH2:18][C:19](Cl)=[O:20].Cl. (5) Given the product [F:14][C:11]1[CH:12]=[CH:13][C:5]([S:2]([NH2:1])(=[O:3])=[O:4])=[C:6]([C:7]([N:50]2[CH2:49][CH2:48][C:47]([CH2:46][CH2:45][N:44]3[CH:39]4[CH2:40][CH2:41][CH:42]3[CH2:43][CH:37]([N:36]3[C:35]5[CH:59]=[CH:60][CH:61]=[CH:62][C:34]=5[N:33]=[C:32]3[CH3:31])[CH2:38]4)([C:53]3[CH:54]=[CH:55][CH:56]=[CH:57][CH:58]=3)[CH2:52][CH2:51]2)=[O:9])[CH:10]=1, predict the reactants needed to synthesize it. The reactants are: [NH2:1][S:2]([C:5]1[CH:13]=[CH:12][C:11]([F:14])=[CH:10][C:6]=1[C:7]([OH:9])=O)(=[O:4])=[O:3].NS(C1C=CC(C(O)=O)=CC=1F)(=O)=O.Cl.Cl.[CH3:31][C:32]1[N:36]([CH:37]2[CH2:43][CH:42]3[N:44]([CH2:45][CH2:46][C:47]4([C:53]5[CH:58]=[CH:57][CH:56]=[CH:55][CH:54]=5)[CH2:52][CH2:51][NH:50][CH2:49][CH2:48]4)[CH:39]([CH2:40][CH2:41]3)[CH2:38]2)[C:35]2[CH:59]=[CH:60][CH:61]=[CH:62][C:34]=2[N:33]=1.CC1N(C2CC3N(CCC4(C5C=CC=CC=5)CCN(C(C5C=CC=CC=5S(NC(=O)OC(C)(C)C)(=O)=O)=O)CC4)C(CC3)C2)C2C=CC=CC=2N=1.